Predict the product of the given reaction. From a dataset of Forward reaction prediction with 1.9M reactions from USPTO patents (1976-2016). The product is: [F:1][C:2]1[CH:3]=[CH:4][C:5]([N:8]2[C:11](=[O:12])[C@H:10]([S:13][CH2:14][CH:15]([C:17]3[CH:18]=[CH:19][C:20]([F:23])=[CH:21][CH:22]=3)[OH:16])[C@H:9]2[C:24]2[CH:25]=[CH:26][C:27]([O:28][CH2:29][C:30]([NH:32][CH2:33][C:34]([NH:71][C@@:70]([C:73]([OH:75])=[O:74])([CH3:72])[CH:69]([CH3:76])[CH3:68])=[O:35])=[O:31])=[CH:37][CH:38]=2)=[CH:6][CH:7]=1. Given the reactants [F:1][C:2]1[CH:7]=[CH:6][C:5]([N:8]2[C:11](=[O:12])[C@H:10]([S:13][CH2:14][C:15]([C:17]3[CH:22]=[CH:21][C:20]([F:23])=[CH:19][CH:18]=3)=[O:16])[C@H:9]2[C:24]2[CH:38]=[CH:37][C:27]([O:28][CH2:29][C:30]([NH:32][CH2:33][C:34](O)=[O:35])=[O:31])=[CH:26][CH:25]=2)=[CH:4][CH:3]=1.CN1CCOCC1.CN(C(ON1N=NC2C=CC=CC1=2)=[N+](C)C)C.[B-](F)(F)(F)F.[CH3:68][CH:69]([CH3:76])[C@:70]([C:73]([OH:75])=[O:74])([CH3:72])[NH2:71].[BH4-].[Na+], predict the reaction product.